Dataset: Full USPTO retrosynthesis dataset with 1.9M reactions from patents (1976-2016). Task: Predict the reactants needed to synthesize the given product. (1) The reactants are: C(N(CC)CC)C.[CH2:8]([SH:15])[C:9]1[CH:14]=[CH:13][CH:12]=[CH:11][CH:10]=1.[C:16]([NH:24][C:25]1[CH:34]=[C:33](I)[CH:32]=[CH:31][C:26]=1[C:27]([O:29][CH3:30])=[O:28])(=[O:23])[C:17]1[CH:22]=[CH:21][CH:20]=[CH:19][CH:18]=1. Given the product [C:16]([NH:24][C:25]1[CH:34]=[C:33]([S:15][CH2:8][C:9]2[CH:14]=[CH:13][CH:12]=[CH:11][CH:10]=2)[CH:32]=[CH:31][C:26]=1[C:27]([O:29][CH3:30])=[O:28])(=[O:23])[C:17]1[CH:18]=[CH:19][CH:20]=[CH:21][CH:22]=1, predict the reactants needed to synthesize it. (2) Given the product [CH:1]1([C:4]2[N:8]([C:24](=[O:25])[CH3:23])[N:7]=[C:6]([NH:9][C:10]3[C:15]([I:16])=[CH:14][N:13]=[C:12]([C:17]4[CH:22]=[CH:21][CH:20]=[CH:19][CH:18]=4)[N:11]=3)[CH:5]=2)[CH2:3][CH2:2]1, predict the reactants needed to synthesize it. The reactants are: [CH:1]1([C:4]2[NH:8][N:7]=[C:6]([NH:9][C:10]3[C:15]([I:16])=[CH:14][N:13]=[C:12]([C:17]4[CH:22]=[CH:21][CH:20]=[CH:19][CH:18]=4)[N:11]=3)[CH:5]=2)[CH2:3][CH2:2]1.[CH3:23][C:24](OC(C)=O)=[O:25]. (3) Given the product [CH3:17][C:11]1[C:10]([C:1]2[CH:6]=[CH:5][CH:4]=[CH:3][CH:2]=2)=[N:15][C:14]([CH3:16])=[CH:13][N:12]=1, predict the reactants needed to synthesize it. The reactants are: [C:1]1([Mg]Br)[CH:6]=[CH:5][CH:4]=[CH:3][CH:2]=1.Cl[C:10]1[C:11]([CH3:17])=[N:12][CH:13]=[C:14]([CH3:16])[N:15]=1. (4) Given the product [F:2][C:3]1[CH:4]=[C:5]([CH:44]=[CH:45][CH:46]=1)[CH2:6][N:7]1[C:11]([CH3:12])=[C:10]([C:13]2[C:21]3[C:16](=[N:17][CH:18]=[C:19]([C:22]4[CH:27]=[CH:26][C:25]([N:28]5[CH2:33][CH2:32][N:31]([CH2:47][C@@H:48]([OH:49])[CH3:50])[CH2:30][CH2:29]5)=[CH:24][CH:23]=4)[CH:20]=3)[N:15]([S:34]([C:37]3[CH:43]=[CH:42][C:40]([CH3:41])=[CH:39][CH:38]=3)(=[O:35])=[O:36])[CH:14]=2)[CH:9]=[N:8]1, predict the reactants needed to synthesize it. The reactants are: Cl.[F:2][C:3]1[CH:4]=[C:5]([CH:44]=[CH:45][CH:46]=1)[CH2:6][N:7]1[C:11]([CH3:12])=[C:10]([C:13]2[C:21]3[C:16](=[N:17][CH:18]=[C:19]([C:22]4[CH:27]=[CH:26][C:25]([N:28]5[CH2:33][CH2:32][NH:31][CH2:30][CH2:29]5)=[CH:24][CH:23]=4)[CH:20]=3)[N:15]([S:34]([C:37]3[CH:43]=[CH:42][C:40]([CH3:41])=[CH:39][CH:38]=3)(=[O:36])=[O:35])[CH:14]=2)[CH:9]=[N:8]1.[CH3:47][C@H:48]1[CH2:50][O:49]1. (5) Given the product [ClH:1].[Cl:1][C:2]1[CH:3]=[C:4]2[C:9](=[C:10]([Cl:12])[CH:11]=1)[CH2:8][N:7]([CH3:13])[CH2:6][C@H:5]2[C:14]1[CH:19]=[CH:18][CH:17]=[CH:16][C:15]=1[N:20]1[CH:25]=[CH:24][NH:23][C:21]1=[O:22], predict the reactants needed to synthesize it. The reactants are: [Cl:1][C:2]1[CH:3]=[C:4]2[C:9](=[C:10]([Cl:12])[CH:11]=1)[CH2:8][N:7]([CH3:13])[CH2:6][C@H:5]2[C:14]1[CH:19]=[CH:18][CH:17]=[CH:16][C:15]=1[NH:20][C:21]([NH:23][CH2:24][CH:25](OCC)OCC)=[O:22].O.C(=O)([O-])O.[Na+]. (6) Given the product [NH2:19][C:20]1[C:25]([C:26]#[N:27])=[C:24]([C:28]2[CH:29]=[CH:30][C:31]([O:34][CH2:35][CH2:36][N:37]([CH3:39])[CH3:38])=[CH:32][CH:33]=2)[C:23]([C:40]#[N:41])=[C:22]([S:42][CH2:17][C:15]2[N:12]=[C:10]([NH:9][C:6]3[CH:5]=[CH:4][C:3]([C:1]#[N:2])=[CH:8][CH:7]=3)[S:11][CH:14]=2)[N:21]=1, predict the reactants needed to synthesize it. The reactants are: [C:1]([C:3]1[CH:8]=[CH:7][C:6]([NH:9][C:10]([NH2:12])=[S:11])=[CH:5][CH:4]=1)#[N:2].Cl[CH2:14][C:15]([CH2:17]Cl)=O.[NH2:19][C:20]1[C:25]([C:26]#[N:27])=[C:24]([C:28]2[CH:33]=[CH:32][C:31]([O:34][CH2:35][CH2:36][N:37]([CH3:39])[CH3:38])=[CH:30][CH:29]=2)[C:23]([C:40]#[N:41])=[C:22]([SH:42])[N:21]=1.C(=O)(O)[O-].[Na+]. (7) Given the product [F:37][C:4]([F:3])([F:36])[C:5]1[N:6]=[CH:7][N:8]([C:10]2[CH:35]=[CH:34][C:13]([O:14][CH:15]([C:19]3[CH:33]=[CH:32][C:22]([C:23]([NH:25][CH2:26][CH2:27][C:28]([OH:30])=[O:29])=[O:24])=[CH:21][CH:20]=3)[CH2:16][CH2:17][CH3:18])=[CH:12][CH:11]=2)[CH:9]=1, predict the reactants needed to synthesize it. The reactants are: [OH-].[Li+].[F:3][C:4]([F:37])([F:36])[C:5]1[N:6]=[CH:7][N:8]([C:10]2[CH:35]=[CH:34][C:13]([O:14][CH:15]([C:19]3[CH:33]=[CH:32][C:22]([C:23]([NH:25][CH2:26][CH2:27][C:28]([O:30]C)=[O:29])=[O:24])=[CH:21][CH:20]=3)[CH2:16][CH2:17][CH3:18])=[CH:12][CH:11]=2)[CH:9]=1.Cl. (8) Given the product [CH3:16][O:6][C:5](=[O:7])[C:4]1[CH:8]=[CH:9][N:10]=[C:2]([I:1])[CH:3]=1, predict the reactants needed to synthesize it. The reactants are: [I:1][C:2]1[CH:3]=[C:4]([CH:8]=[CH:9][N:10]=1)[C:5]([OH:7])=[O:6].S(=O)(=O)(O)O.[CH3:16]O. (9) Given the product [CH2:1]([N:8]1[CH2:13][CH2:12][N:11]([C:24]2([CH3:23])[CH2:27][O:26][CH2:25]2)[CH2:10][CH2:9]1)[C:2]1[CH:3]=[CH:4][CH:5]=[CH:6][CH:7]=1, predict the reactants needed to synthesize it. The reactants are: [CH2:1]([N:8]1[CH2:13][CH2:12][NH:11][CH2:10][CH2:9]1)[C:2]1[CH:7]=[CH:6][CH:5]=[CH:4][CH:3]=1.C1(S([CH:23]=[C:24]2[CH2:27][O:26][CH2:25]2)(=O)=O)C=CC=CC=1.C(OCC)C.O.S([O-])([O-])(=O)=O.[Na+].[Na+].